This data is from Forward reaction prediction with 1.9M reactions from USPTO patents (1976-2016). The task is: Predict the product of the given reaction. (1) Given the reactants B(Br)(Br)Br.C(OC(=O)[NH:11][N:12]1[C:20]2[C:19]([CH3:21])=[C:18]([CH3:22])[N:17]=[C:16]([Cl:23])[C:15]=2[N:14]=[C:13]1[CH2:24][CH2:25][O:26]C)(C)(C)C, predict the reaction product. The product is: [NH2:11][N:12]1[C:20]2[C:19]([CH3:21])=[C:18]([CH3:22])[N:17]=[C:16]([Cl:23])[C:15]=2[N:14]=[C:13]1[CH2:24][CH2:25][OH:26]. (2) Given the reactants [Cl:1][C:2]1[CH:3]=[CH:4][CH:5]=[C:6]2[C:11]=1[N:10]=[N:9][C:8](C1C=CC=CC=1)=[C:7]2[C:18]1[CH:19]=[C:20]([OH:24])[CH:21]=[CH:22][CH:23]=1.[Cl:25][C:26]1[CH:33]=[CH:32][CH:31]=[CH:30][C:27]=1[CH2:28]Br, predict the reaction product. The product is: [CH2:7]([C:8]1[N:9]=[N:10][C:11]2[C:6]([C:7]=1[C:18]1[CH:23]=[CH:22][CH:21]=[C:20]([O:24][CH2:28][C:27]3[CH:30]=[CH:31][CH:32]=[CH:33][C:26]=3[Cl:25])[CH:19]=1)=[CH:5][CH:4]=[CH:3][C:2]=2[Cl:1])[C:6]1[CH:11]=[CH:2][CH:3]=[CH:4][CH:5]=1. (3) The product is: [Cl:1][C:2]1[C:3]([CH3:12])=[CH:4][C:5]([F:11])=[C:6]([C:14]2[N:19]=[C:18]([NH2:20])[N:17]=[C:16]([NH:21][CH3:22])[CH:15]=2)[CH:7]=1. Given the reactants [Cl:1][C:2]1[C:3]([CH3:12])=[CH:4][C:5]([F:11])=[C:6](B(O)O)[CH:7]=1.I[C:14]1[N:19]=[C:18]([NH2:20])[N:17]=[C:16]([NH:21][CH3:22])[CH:15]=1, predict the reaction product.